This data is from Catalyst prediction with 721,799 reactions and 888 catalyst types from USPTO. The task is: Predict which catalyst facilitates the given reaction. (1) Product: [ClH:46].[ClH:46].[NH2:7][C@H:8]1[CH2:13][CH2:12][CH2:11][N:10]([C:14]2[N:22]([CH2:23][C:24]3[CH:29]=[CH:28][CH:27]=[CH:26][N:25]=3)[C:21]3[C:20](=[O:30])[N:19]([CH2:31][C:32]([C:34]4[CH:39]=[CH:38][CH:37]=[C:36]([O:40][CH3:41])[CH:35]=4)=[O:33])[CH:18]=[N:17][C:16]=3[C:15]=2[C:42]#[N:43])[CH2:9]1. The catalyst class is: 67. Reactant: C(OC(=O)[NH:7][C@H:8]1[CH2:13][CH2:12][CH2:11][N:10]([C:14]2[N:22]([CH2:23][C:24]3[CH:29]=[CH:28][CH:27]=[CH:26][N:25]=3)[C:21]3[C:20](=[O:30])[N:19]([CH2:31][C:32]([C:34]4[CH:39]=[CH:38][CH:37]=[C:36]([O:40][CH3:41])[CH:35]=4)=[O:33])[CH:18]=[N:17][C:16]=3[C:15]=2[C:42]#[N:43])[CH2:9]1)(C)(C)C.C(Cl)[Cl:46]. (2) Reactant: [CH:1]([O:4][C:5]1[CH:6]=[C:7]([CH:11]=[C:12]([O:14][CH2:15][CH2:16][C:17]2[CH:21]=[CH:20][S:19][CH:18]=2)[CH:13]=1)[C:8]([OH:10])=O)([CH3:3])[CH3:2].[CH2:22]([N:29]1[CH:33]=[CH:32][C:31]([NH2:34])=[N:30]1)[C:23]1[CH:28]=[CH:27][CH:26]=[CH:25][CH:24]=1. Product: [CH2:22]([N:29]1[CH:33]=[CH:32][C:31]([NH:34][C:8](=[O:10])[C:7]2[CH:11]=[C:12]([O:14][CH2:15][CH2:16][C:17]3[CH:21]=[CH:20][S:19][CH:18]=3)[CH:13]=[C:5]([O:4][CH:1]([CH3:2])[CH3:3])[CH:6]=2)=[N:30]1)[C:23]1[CH:24]=[CH:25][CH:26]=[CH:27][CH:28]=1. The catalyst class is: 309. (3) Reactant: Cl.COC[O:5][C:6]1[CH:11]=[CH:10][C:9]([N:12]2[CH2:17][CH2:16][CH:15]([CH2:18][CH2:19][O:20][CH2:21][C:22]3[CH:27]=[CH:26][C:25]([O:28][C:29]([F:32])([F:31])[F:30])=[CH:24][CH:23]=3)[CH2:14][CH2:13]2)=[CH:8][CH:7]=1. Product: [F:31][C:29]([F:30])([F:32])[O:28][C:25]1[CH:24]=[CH:23][C:22]([CH2:21][O:20][CH2:19][CH2:18][CH:15]2[CH2:14][CH2:13][N:12]([C:9]3[CH:8]=[CH:7][C:6]([OH:5])=[CH:11][CH:10]=3)[CH2:17][CH2:16]2)=[CH:27][CH:26]=1. The catalyst class is: 8. (4) Reactant: C([Li])CCC.CCCCCC.Br[C:13]1[CH:18]=[CH:17][CH:16]=[CH:15][C:14]=1[F:19].[F:20][CH2:21][C@@H:22]([O:25][CH2:26][C:27](N(OC)C)=[O:28])[CH:23]=[CH2:24].[NH4+].[Cl-]. Product: [F:20][CH2:21][C@@H:22]([O:25][CH2:26][C:27]([C:13]1[CH:18]=[CH:17][CH:16]=[CH:15][C:14]=1[F:19])=[O:28])[CH:23]=[CH2:24]. The catalyst class is: 49. (5) Reactant: [NH2:1][C:2]1[S:6][C:5]2[CH:7]=[CH:8][CH:9]=[CH:10][C:4]=2[C:3]=1[C:11]([O:13][CH2:14][CH3:15])=[O:12].Cl[C:17]1[CH:22]=[C:21]([Cl:23])[CH:20]=[CH:19][C:18]=1[N+:24]([O-:26])=[O:25]. Product: [Cl:23][C:21]1[CH:20]=[CH:19][C:18]([N+:24]([O-:26])=[O:25])=[C:17]([CH:22]=1)[NH:1][C:2]1[S:6][C:5]2[CH:7]=[CH:8][CH:9]=[CH:10][C:4]=2[C:3]=1[C:11]([O:13][CH2:14][CH3:15])=[O:12]. The catalyst class is: 16. (6) Reactant: [CH2:1]([O:8][CH2:9][C@@H:10]1[CH2:14][CH2:13][CH2:12][N:11]1[S:15]([C:18]1[CH:19]=[C:20]2[C:24](=[CH:25][CH:26]=1)[N:23]([CH2:27][C:28]([CH3:32])([CH3:31])[C:29]#[N:30])[C:22](=O)[C:21]12[O:38][CH2:37][CH2:36][CH2:35][O:34]1)(=[O:17])=[O:16])[C:2]1[CH:7]=[CH:6][CH:5]=[CH:4][CH:3]=1.N.C1COCC1. Product: [CH2:1]([O:8][CH2:9][C@@H:10]1[CH2:14][CH2:13][CH2:12][N:11]1[S:15]([C:18]1[CH:26]=[CH:25][C:24]2[N:23]3[CH2:27][C:28]([CH3:31])([CH3:32])[CH2:29][N:30]=[C:22]3[C:21]3([O:34][CH2:35][CH2:36][CH2:37][O:38]3)[C:20]=2[CH:19]=1)(=[O:17])=[O:16])[C:2]1[CH:7]=[CH:6][CH:5]=[CH:4][CH:3]=1. The catalyst class is: 592. (7) Reactant: [CH3:1][CH:2]1[CH2:11][C:10]([CH3:13])([CH3:12])[C:9]2[C:4](=[CH:5][CH:6]=[C:7]([C:14]#[C:15][Si:16]([CH3:19])([CH3:18])[CH3:17])[CH:8]=2)[C:3]1=[O:20].C(C1C=C(C)C=C(C(C)(C)C)N=1)(C)(C)C.[F:36][C:37]([F:50])([F:49])[S:38](O[S:38]([C:37]([F:50])([F:49])[F:36])(=[O:40])=[O:39])(=[O:40])=[O:39].C(OCC)(=O)C. Product: [CH3:1][C:2]1[CH2:11][C:10]([CH3:12])([CH3:13])[C:9]2[C:4](=[CH:5][CH:6]=[C:7]([C:14]#[C:15][Si:16]([CH3:19])([CH3:18])[CH3:17])[CH:8]=2)[C:3]=1[O:20][S:38]([C:37]([F:50])([F:49])[F:36])(=[O:40])=[O:39]. The catalyst class is: 665. (8) Reactant: Cl[C:2]1[CH:7]=[N:6][N:5]([CH2:8][O:9][CH3:10])[C:4](=[O:11])[C:3]=1[O:12][CH3:13].[F:14][C:15]1[CH:20]=[CH:19][C:18](B(O)O)=[CH:17][CH:16]=1.C([O-])([O-])=O.[Na+].[Na+]. Product: [F:14][C:15]1[CH:20]=[CH:19][C:18]([C:2]2[CH:7]=[N:6][N:5]([CH2:8][O:9][CH3:10])[C:4](=[O:11])[C:3]=2[O:12][CH3:13])=[CH:17][CH:16]=1. The catalyst class is: 70. (9) Product: [Br:6][C:7]1[CH:16]=[CH:15][CH:14]=[C:13]2[C:8]=1[CH:9]=[CH:10][N:11]=[C:12]2[NH2:21]. The catalyst class is: 17. Reactant: CS(Cl)(=O)=O.[Br:6][C:7]1[CH:16]=[CH:15][CH:14]=[C:13]2[C:8]=1[CH:9]=[CH:10][N+:11]([O-])=[CH:12]2.C(C[NH2:21])O. (10) Product: [NH2:17][CH2:16][C@@H:14]([C:12]1[O:11][N:10]=[C:9]([C:4]2[CH:5]=[CH:6][C:7]([Cl:8])=[C:2]([Cl:1])[CH:3]=2)[CH:13]=1)[OH:15]. Reactant: [Cl:1][C:2]1[CH:3]=[C:4]([C:9]2[CH:13]=[C:12]([C@@H:14]3[CH2:16][O:15]3)[O:11][N:10]=2)[CH:5]=[CH:6][C:7]=1[Cl:8].[NH3:17]. The catalyst class is: 5.